This data is from Reaction yield outcomes from USPTO patents with 853,638 reactions. The task is: Predict the reaction yield, written as a fraction of the theoretical maximum amount of product (1.0 means a 100% yield; for example, 0.34 means a 34% yield). (1) The product is [C:26]([NH:20][C@H:25]1[CH2:21][CH2:22][N:23]([C:9]2[CH:8]=[CH:7][C:3]([C:4]([NH2:6])=[O:5])=[C:2]([NH:17][C:16]3[CH:18]=[CH:19][C:13]([F:12])=[CH:14][CH:15]=3)[N:10]=2)[CH2:24]1)(=[O:28])[CH:33]=[CH2:34]. No catalyst specified. The reactants are Cl[C:2]1[N:10]=[C:9](Cl)[CH:8]=[CH:7][C:3]=1[C:4]([NH2:6])=[O:5].[F:12][C:13]1[CH:19]=[CH:18][C:16]([NH2:17])=[CH:15][CH:14]=1.[N:20]1([C:26]([O:28]C(C)(C)C)=O)[CH2:25][CH2:24][NH:23][CH2:22][CH2:21]1.[C:33](O)(=O)[CH:34]=C. The yield is 0.170. (2) The reactants are [CH:1]1([C:5]2[CH:6]=[C:7]([NH2:14])[N:8](C(C)(C)C)[N:9]=2)[CH2:4][CH2:3][CH2:2]1.[CH:15]1[C:24]2[C:19](=[CH:20][CH:21]=[CH:22][CH:23]=2)[CH:18]=[CH:17][C:16]=1[CH2:25][C:26]([OH:28])=O.[CH2:29](N(CC)CC)C.CCCP1(OP(CCC)(=O)OP([CH2:51][CH2:52][CH3:53])(=O)O1)=O. The catalyst is C(Cl)Cl. The product is [C:52]([C:7]1([NH:14][C:26](=[O:28])[CH2:25][C:16]2[CH:17]=[CH:18][C:19]3[C:24](=[CH:23][CH:22]=[CH:21][CH:20]=3)[CH:15]=2)[CH:6]=[C:5]([CH:1]2[CH2:2][CH2:3][CH2:4]2)[NH:9][NH:8]1)([CH3:53])([CH3:29])[CH3:51]. The yield is 0.950. (3) The reactants are [Cl:1][C:2]1[CH:7]=[CH:6][C:5]([O:8][CH2:9][C@H:10]2[CH2:12][O:11]2)=[CH:4][C:3]=1[C:13]1[N:18]=[C:17]([NH:19][C@H:20]2[CH2:25][CH2:24][N:23]([CH:26]3[CH2:28][CH2:27]3)[C@@H:22]([CH3:29])[CH2:21]2)[C:16]([CH3:30])=[C:15]([C:31]2[C:32]([CH3:37])=[N:33][O:34][C:35]=2[CH3:36])[N:14]=1.[CH3:38][NH:39][CH3:40]. The catalyst is CO.O. The product is [Cl:1][C:2]1[CH:7]=[CH:6][C:5]([O:8][CH2:9][C@H:10]([OH:11])[CH2:12][N:39]([CH3:40])[CH3:38])=[CH:4][C:3]=1[C:13]1[N:18]=[C:17]([NH:19][C@H:20]2[CH2:25][CH2:24][N:23]([CH:26]3[CH2:28][CH2:27]3)[C@@H:22]([CH3:29])[CH2:21]2)[C:16]([CH3:30])=[C:15]([C:31]2[C:32]([CH3:37])=[N:33][O:34][C:35]=2[CH3:36])[N:14]=1. The yield is 0.710. (4) The reactants are [Cl:1][C:2]1[CH:7]=[CH:6][CH:5]=[CH:4][C:3]=1[C:8]1([O:38][CH3:39])[CH2:13][CH2:12][N:11]([C:14]([C:16]2[NH:37][C:19]3[N:20]=[C:21]([C:31]4[CH:36]=[CH:35][CH:34]=[CH:33][CH:32]=4)[N:22]=[C:23]([NH:24][CH2:25][CH2:26][NH:27][C:28](=[O:30])[CH3:29])[C:18]=3[CH:17]=2)=[O:15])[CH2:10][CH2:9]1.[CH3:40][S:41]([OH:44])(=[O:43])=[O:42]. The catalyst is CO. The product is [CH3:40][S:41]([OH:44])(=[O:43])=[O:42].[Cl:1][C:2]1[CH:7]=[CH:6][CH:5]=[CH:4][C:3]=1[C:8]1([O:38][CH3:39])[CH2:9][CH2:10][N:11]([C:14]([C:16]2[NH:37][C:19]3[N:20]=[C:21]([C:31]4[CH:36]=[CH:35][CH:34]=[CH:33][CH:32]=4)[N:22]=[C:23]([NH:24][CH2:25][CH2:26][NH:27][C:28](=[O:30])[CH3:29])[C:18]=3[CH:17]=2)=[O:15])[CH2:12][CH2:13]1. The yield is 0.870. (5) The reactants are [Cl:1][C:2]1[CH:11]=[C:10]2[C:5]([C:6](=O)[NH:7][CH:8]=[N:9]2)=[CH:4][C:3]=1[N+:13]([O-:15])=[O:14].P(Cl)(Cl)([Cl:18])=O.CN(C=O)C. The catalyst is S(Cl)(Cl)=O. The product is [Cl:18][C:6]1[C:5]2[C:10](=[CH:11][C:2]([Cl:1])=[C:3]([N+:13]([O-:15])=[O:14])[CH:4]=2)[N:9]=[CH:8][N:7]=1. The yield is 0.810. (6) The reactants are [Br:1][C:2]1[C:7]([NH:8]C(=O)OC(C)(C)C)=[C:6]([F:16])[C:5]([C:17]([F:20])([F:19])[F:18])=[CH:4][CH:3]=1.FC(F)(F)C(O)=O. The catalyst is C(Cl)Cl. The product is [Br:1][C:2]1[C:7]([NH2:8])=[C:6]([F:16])[C:5]([C:17]([F:20])([F:18])[F:19])=[CH:4][CH:3]=1. The yield is 0.910. (7) The reactants are [CH3:1][C:2]1[CH:3]=[C:4]([C:7]2[CH:11]=[CH:10][N:9]([CH2:12][CH2:13][CH3:14])[N:8]=2)[S:5][CH:6]=1.[I:15]N1C(=O)CCC1=O.S([O-])([O-])(=O)=S.[Na+].[Na+].C(=O)([O-])[O-].[Na+].[Na+]. The yield is 0.850. The product is [I:15][C:11]1[C:7]([C:4]2[S:5][CH:6]=[C:2]([CH3:1])[CH:3]=2)=[N:8][N:9]([CH2:12][CH2:13][CH3:14])[CH:10]=1. The catalyst is CN(C)C=O. (8) The reactants are Br.[Br:2][C:3]1[CH:4]=[C:5]([CH2:10]Br)[C:6]([NH2:9])=[N:7][CH:8]=1.[CH3:12][O:13][C:14](=[O:19])[C:15]([NH2:18])([CH3:17])[CH3:16].C(N(CC)CC)C. The catalyst is CN(C=O)C.O. The product is [CH3:12][O:13][C:14](=[O:19])[C:15]([NH:18][CH2:10][C:5]1[C:6]([NH2:9])=[N:7][CH:8]=[C:3]([Br:2])[CH:4]=1)([CH3:17])[CH3:16]. The yield is 0.400. (9) The reactants are [O:1]=[C:2]1[C:10]2[C:5](=[CH:6][CH:7]=[CH:8][CH:9]=2)[C:4](=[O:11])[N:3]1[CH2:12][C:13]#[N:14].C(OCC)(=O)C.Cl.O1CCCC1.CCOP(S)(OCC)=[S:31]. The catalyst is O. The product is [O:1]=[C:2]1[C:10]2[C:5](=[CH:6][CH:7]=[CH:8][CH:9]=2)[C:4](=[O:11])[N:3]1[CH2:12][C:13](=[S:31])[NH2:14]. The yield is 0.510.